Dataset: Catalyst prediction with 721,799 reactions and 888 catalyst types from USPTO. Task: Predict which catalyst facilitates the given reaction. (1) Reactant: [CH2:1]([N:8]1[C:16]2[C:11](=[N:12][C:13]([Cl:17])=[CH:14][CH:15]=2)[CH:10]=[C:9]1Br)[C:2]1[CH:7]=[CH:6][CH:5]=[CH:4][CH:3]=1.[S:19]1[CH:23]=[CH:22][C:21](B(O)O)=[CH:20]1.C([O-])([O-])=O.[Na+].[Na+]. Product: [CH2:1]([N:8]1[C:16]2[C:11](=[N:12][C:13]([Cl:17])=[CH:14][CH:15]=2)[CH:10]=[C:9]1[C:21]1[CH:22]=[CH:23][S:19][CH:20]=1)[C:2]1[CH:7]=[CH:6][CH:5]=[CH:4][CH:3]=1. The catalyst class is: 108. (2) Reactant: O.O.[Sn](Cl)Cl.Cl.[Cl:7][C:8]1[CH:9]=[C:10]([CH:39]=[CH:40][CH:41]=1)[CH2:11][CH2:12][C:13]1[C:22]2[C:17](=[CH:18][CH:19]=[C:20]([C:23]([C:30]3[CH:35]=[CH:34][C:33]([Cl:36])=[CH:32][CH:31]=3)(O)[C:24]3[S:25][CH:26]=[CH:27][N:28]=3)[CH:21]=2)[N:16]([CH3:37])[C:15](=[O:38])[CH:14]=1. Product: [Cl:7][C:8]1[CH:9]=[C:10]([CH:39]=[CH:40][CH:41]=1)[CH2:11][CH2:12][C:13]1[C:22]2[C:17](=[CH:18][CH:19]=[C:20]([CH:23]([C:30]3[CH:35]=[CH:34][C:33]([Cl:36])=[CH:32][CH:31]=3)[C:24]3[S:25][CH:26]=[CH:27][N:28]=3)[CH:21]=2)[N:16]([CH3:37])[C:15](=[O:38])[CH:14]=1. The catalyst class is: 52. (3) Product: [CH2:1]([O:3][C:4]([C:6]1[N:7]=[C:8]([S:15][CH3:16])[N:9]([CH3:20])[C:10](=[O:14])[C:11]=1[O:12][CH3:13])=[O:5])[CH3:2]. The catalyst class is: 9. Reactant: [CH2:1]([O:3][C:4]([C:6]1[N:7]=[C:8]([S:15][CH3:16])[NH:9][C:10](=[O:14])[C:11]=1[O:12][CH3:13])=[O:5])[CH3:2].[H-].[Na+].I[CH3:20]. (4) Reactant: [C:1]([O:5][C:6](=[O:52])[N:7]([C:39]1[CH:44]=[CH:43][C:42]([N:45]2[CH2:50][CH2:49][O:48][CH2:47][CH2:46]2)=[CH:41][C:40]=1[NH2:51])[C:8]1[CH:13]=[C:12]([N:14]([CH3:38])[C:15]([N:17]([C:26]2[C:31]([Cl:32])=[C:30]([O:33][CH3:34])[CH:29]=[C:28]([O:35][CH3:36])[C:27]=2[Cl:37])[CH2:18][O:19][CH2:20][CH2:21][Si:22]([CH3:25])([CH3:24])[CH3:23])=[O:16])[N:11]=[CH:10][N:9]=1)([CH3:4])([CH3:3])[CH3:2].[C:53](Cl)(=[O:56])[CH:54]=[CH2:55].O. Product: [C:1]([O:5][C:6](=[O:52])[N:7]([C:39]1[CH:44]=[CH:43][C:42]([N:45]2[CH2:46][CH2:47][O:48][CH2:49][CH2:50]2)=[CH:41][C:40]=1[NH:51][C:53](=[O:56])[CH:54]=[CH2:55])[C:8]1[CH:13]=[C:12]([N:14]([CH3:38])[C:15]([N:17]([C:26]2[C:27]([Cl:37])=[C:28]([O:35][CH3:36])[CH:29]=[C:30]([O:33][CH3:34])[C:31]=2[Cl:32])[CH2:18][O:19][CH2:20][CH2:21][Si:22]([CH3:23])([CH3:24])[CH3:25])=[O:16])[N:11]=[CH:10][N:9]=1)([CH3:4])([CH3:2])[CH3:3]. The catalyst class is: 2. (5) Reactant: [CH2:1]([O:8][C:9]([N:11]1[CH2:16][CH2:15][N:14]([C:17]([O:19][C:20]([CH3:23])([CH3:22])[CH3:21])=[O:18])[CH2:13][CH:12]1[C:24]([OH:26])=O)=[O:10])[C:2]1[CH:7]=[CH:6][CH:5]=[CH:4][CH:3]=1.O[N:28]1[C:32]2[CH:33]=CC=C[C:31]=2N=N1.CN1CCOCC1.C(N)(C)C. Product: [CH:32]([NH:28][C:24]([CH:12]1[CH2:13][N:14]([C:17]([O:19][C:20]([CH3:23])([CH3:22])[CH3:21])=[O:18])[CH2:15][CH2:16][N:11]1[C:9]([O:8][CH2:1][C:2]1[CH:3]=[CH:4][CH:5]=[CH:6][CH:7]=1)=[O:10])=[O:26])([CH3:33])[CH3:31]. The catalyst class is: 3. (6) Reactant: Br[C:2]1[CH:24]=[C:23]([F:25])[CH:22]=[CH:21][C:3]=1[O:4][CH2:5][C:6]([N:8]([CH:18]([CH3:20])[CH3:19])[NH:9][C:10](=[O:17])[C:11]1[CH:16]=[CH:15][CH:14]=[CH:13][CH:12]=1)=[O:7].C([O-])([O-])=O.[Na+].[Na+].[CH3:32][O:33][C:34]([C:36]1[CH:41]=[CH:40][CH:39]=[CH:38][C:37]=1B(O)O)=[O:35]. Product: [CH3:32][O:33][C:34]([C:36]1[CH:41]=[CH:40][CH:39]=[CH:38][C:37]=1[C:2]1[CH:24]=[C:23]([F:25])[CH:22]=[CH:21][C:3]=1[O:4][CH2:5][C:6]([N:8]([CH:18]([CH3:20])[CH3:19])[NH:9][C:10](=[O:17])[C:11]1[CH:16]=[CH:15][CH:14]=[CH:13][CH:12]=1)=[O:7])=[O:35]. The catalyst class is: 57. (7) Reactant: [NH:1]1[C:9]2[C:4](=[CH:5][CH:6]=[CH:7][CH:8]=2)[CH:3]=[C:2]1[C:10]1[CH:11]=[CH:12][C:13]([O:17][CH3:18])=[C:14]([NH2:16])[CH:15]=1.[N:19]([C:22]1[CH:36]=[CH:35][C:25]([CH2:26][P:27](=[O:34])([O:31][CH2:32][CH3:33])[O:28][CH2:29][CH3:30])=[CH:24][CH:23]=1)=[C:20]=[S:21]. Product: [CH2:29]([O:28][P:27]([CH2:26][C:25]1[CH:24]=[CH:23][C:22]([NH:19][C:20]([NH:16][C:14]2[CH:15]=[C:10]([C:2]3[NH:1][C:9]4[C:4]([CH:3]=3)=[CH:5][CH:6]=[CH:7][CH:8]=4)[CH:11]=[CH:12][C:13]=2[O:17][CH3:18])=[S:21])=[CH:36][CH:35]=1)(=[O:34])[O:31][CH2:32][CH3:33])[CH3:30]. The catalyst class is: 7. (8) Reactant: [O:1]=[C:2]1[NH:6][C:5]([C:7]2[CH:12]=[CH:11][CH:10]=[CH:9][CH:8]=2)=[C:4]([C:13]2[CH:18]=[CH:17][CH:16]=[CH:15][CH:14]=2)[N:3]1[CH2:19][CH2:20][CH2:21][C:22]1[CH:23]=[C:24]([CH:34]=[CH:35][CH:36]=1)[O:25][CH2:26][CH2:27][CH2:28][C:29]([O:31][CH2:32][CH3:33])=[O:30].[H-].[Na+].I[CH3:40]. Product: [CH3:40][N:6]1[C:5]([C:7]2[CH:8]=[CH:9][CH:10]=[CH:11][CH:12]=2)=[C:4]([C:13]2[CH:18]=[CH:17][CH:16]=[CH:15][CH:14]=2)[N:3]([CH2:19][CH2:20][CH2:21][C:22]2[CH:23]=[C:24]([CH:34]=[CH:35][CH:36]=2)[O:25][CH2:26][CH2:27][CH2:28][C:29]([O:31][CH2:32][CH3:33])=[O:30])[C:2]1=[O:1]. The catalyst class is: 3.